Dataset: Peptide-MHC class I binding affinity with 185,985 pairs from IEDB/IMGT. Task: Regression. Given a peptide amino acid sequence and an MHC pseudo amino acid sequence, predict their binding affinity value. This is MHC class I binding data. (1) The peptide sequence is SPRLKAICI. The MHC is HLA-B35:01 with pseudo-sequence HLA-B35:01. The binding affinity (normalized) is 0.0641. (2) The peptide sequence is RAKWNDTL. The MHC is H-2-Db with pseudo-sequence H-2-Db. The binding affinity (normalized) is 0. (3) The peptide sequence is IASPILFPF. The MHC is HLA-C12:03 with pseudo-sequence HLA-C12:03. The binding affinity (normalized) is 0.410. (4) The peptide sequence is IVTDSQYAL. The MHC is HLA-A02:03 with pseudo-sequence HLA-A02:03. The binding affinity (normalized) is 0.244. (5) The peptide sequence is KSPYMFAIV. The MHC is H-2-Db with pseudo-sequence H-2-Db. The binding affinity (normalized) is 0.0416. (6) The peptide sequence is YFPDWQNYT. The MHC is HLA-B08:01 with pseudo-sequence HLA-B08:01. The binding affinity (normalized) is 0. (7) The peptide sequence is NELDRFGL. The MHC is Mamu-A11 with pseudo-sequence Mamu-A11. The binding affinity (normalized) is 0.357. (8) The peptide sequence is IFRQYFEM. The MHC is H-2-Db with pseudo-sequence H-2-Db. The binding affinity (normalized) is 0.0887.